Task: Predict the reaction yield, written as a fraction of the theoretical maximum amount of product (1.0 means a 100% yield; for example, 0.34 means a 34% yield).. Dataset: Reaction yield outcomes from USPTO patents with 853,638 reactions (1) The catalyst is CS(C)=O.[Br-].C([N+](CCCC)(CCCC)CCCC)CCC.CCOCC. The reactants are [Cl:1][C:2]1[CH:7]=[C:6]([CH2:8][N:9]2[CH2:13][CH2:12][CH2:11][CH2:10]2)[C:5]([Cl:14])=[CH:4][C:3]=1[OH:15].CC(C)([O-])C.[K+].NC[C@@H]1C[C@H](O)C1.CS(O[C@H:34]1[CH2:37][C@@H:36]([CH2:38][N:39]([C:41]([O:43][C:44]([CH3:47])([CH3:46])[CH3:45])=[O:42])[CH3:40])[CH2:35]1)(=O)=O. The product is [Cl:1][C:2]1[CH:7]=[C:6]([CH2:8][N:9]2[CH2:10][CH2:11][CH2:12][CH2:13]2)[C:5]([Cl:14])=[CH:4][C:3]=1[O:15][C@H:34]1[CH2:37][C@H:36]([CH2:38][N:39]([CH3:40])[C:41](=[O:42])[O:43][C:44]([CH3:45])([CH3:46])[CH3:47])[CH2:35]1. The yield is 0.550. (2) The reactants are [CH3:1][O:2][C:3]1[CH:8]=[C:7]([O:9][CH3:10])[N:6]=[C:5]([C:11]#[C:12][C:13]2[CH:18]=[CH:17][CH:16]=[CH:15][CH:14]=2)[N:4]=1.C(Cl)[Cl:20]. The catalyst is C(OCC)C. The product is [ClH:20].[CH3:10][O:9][C:7]1[CH:8]=[C:3]([O:2][CH3:1])[N:4]=[C:5]([C:11]#[C:12][C:13]2[CH:18]=[CH:17][CH:16]=[CH:15][CH:14]=2)[N:6]=1. The yield is 0.470. (3) The reactants are [Cl:1][C:2]1[CH:7]=[CH:6][C:5]([C:8]2[C:17]3[C:12](=[CH:13][CH:14]=[C:15]([C:18]([OH:20])=O)[CH:16]=3)[CH:11]=[N:10][CH:9]=2)=[CH:4][CH:3]=1.F[B-](F)(F)F.N1(OC(N(C)C)=[N+](C)C)C2C=CC=CC=2N=N1.C(N(CC)C(C)C)(C)C.[CH3:52][O:53][C:54]1[CH:59]=[CH:58][CH:57]=[CH:56][C:55]=1[CH2:60][NH2:61]. The catalyst is CN(C)C=O. The product is [Cl:1][C:2]1[CH:3]=[CH:4][C:5]([C:8]2[C:17]3[C:12](=[CH:13][CH:14]=[C:15]([C:18]([NH:61][CH2:60][C:55]4[CH:56]=[CH:57][CH:58]=[CH:59][C:54]=4[O:53][CH3:52])=[O:20])[CH:16]=3)[CH:11]=[N:10][CH:9]=2)=[CH:6][CH:7]=1. The yield is 0.540. (4) The reactants are [C:1]([C:5]1[CH:10]=[CH:9][N+:8]([O-])=[CH:7][CH:6]=1)([CH3:4])([CH3:3])[CH3:2].[OH-].[Na+].P(Br)(Br)([Br:16])=O. The catalyst is ClCCCl. The product is [Br:16][C:9]1[CH:10]=[C:5]([C:1]([CH3:4])([CH3:3])[CH3:2])[CH:6]=[CH:7][N:8]=1. The yield is 0.140. (5) The reactants are [CH2:1]([CH2:3][NH2:4])[OH:2].CC(C)([O-])C.[K+].F[C:12]1[CH:17]=[CH:16][C:15]([C:18]2[NH:22][N:21]=[C:20]([C:23]([F:26])([F:25])[F:24])[CH:19]=2)=[CH:14][CH:13]=1.O. The catalyst is CS(C)=O. The product is [F:26][C:23]([F:24])([F:25])[C:20]1[NH:21][N:22]=[C:18]([C:15]2[CH:16]=[CH:17][C:12]([O:2][CH2:1][CH2:3][NH2:4])=[CH:13][CH:14]=2)[CH:19]=1. The yield is 0.250. (6) The reactants are [C:1]([C:5]1[CH:10]=[CH:9][C:8]([C:11]2[C:19]3[C:14](=[CH:15][CH:16]=[CH:17][CH:18]=3)[N:13]([CH2:20][C:21]3[CH:26]=[C:25]([OH:27])[CH:24]=[C:23]([O:28][CH2:29][CH:30]4[CH2:32][CH2:31]4)[CH:22]=3)[C:12]=2[C:33]([O:35]CC)=[O:34])=[CH:7][CH:6]=1)([CH3:4])([CH3:3])[CH3:2].Cl.Cl[CH2:40][CH2:41][N:42]([CH3:44])[CH3:43].C([O-])([O-])=O.[K+].[K+].[OH-].[Na+]. The catalyst is CN(C=O)C.O.CCO.CCOC(C)=O. The product is [CH:30]1([CH2:29][O:28][C:23]2[CH:22]=[C:21]([CH2:20][N:13]3[C:14]4[C:19](=[CH:18][CH:17]=[CH:16][CH:15]=4)[C:11]([C:8]4[CH:9]=[CH:10][C:5]([C:1]([CH3:4])([CH3:2])[CH3:3])=[CH:6][CH:7]=4)=[C:12]3[C:33]([OH:35])=[O:34])[CH:26]=[C:25]([O:27][CH2:40][CH2:41][N:42]([CH3:44])[CH3:43])[CH:24]=2)[CH2:32][CH2:31]1. The yield is 0.480. (7) The reactants are [OH-].[Na+].[OH-].[NH4+:4].[Cl-].[NH4+].[Cl:7][C:8]1[CH:12]=[CH:11][NH:10][C:9]=1[C:13]([NH:15][C:16]1[CH:21]=[CH:20][CH:19]=[CH:18][C:17]=1[CH3:22])=[O:14].Cl[O-].[Na+]. The catalyst is CCCCCCCC[N+](CCCCCCCC)(CCCCCCCC)C.[Cl-].C(OCC)C.C(OC)(C)(C)C.C(OCC)(=O)C. The product is [NH2:4][N:10]1[CH:11]=[CH:12][C:8]([Cl:7])=[C:9]1[C:13]([NH:15][C:16]1[CH:21]=[CH:20][CH:19]=[CH:18][C:17]=1[CH3:22])=[O:14]. The yield is 0.860. (8) The reactants are [Cl-].[C:2]([C:4]1[C:16]([N+:17]([O-])=O)=[CH:15][CH:14]=[CH:13][C:5]=1[O:6][CH2:7][C@@H:8]1[CH2:12][CH2:11][CH2:10][NH2+:9]1)#[N:3].[CH3:20][N:21]=[C:22]=[O:23]. No catalyst specified. The product is [NH2:17][C:16]1[C:4]([C:2]#[N:3])=[C:5]([CH:13]=[CH:14][CH:15]=1)[O:6][CH2:7][C@@H:8]1[CH2:12][CH2:11][CH2:10][N:9]1[C:22]([NH:21][CH3:20])=[O:23]. The yield is 0.530. (9) The reactants are [CH2:1]([C:5]1[N:6]=[C:7]([CH3:27])[NH:8][C:9](=[O:26])[C:10]=1[CH2:11][C:12]1[CH:17]=[CH:16][C:15]([C:18]2[C:19]([C:24]#[N:25])=[CH:20][CH:21]=[CH:22][CH:23]=2)=[CH:14][CH:13]=1)[CH2:2][CH2:3][CH3:4].[H-].[Na+].CN(C)C=O.Br[CH2:36][C:37]1[CH:42]=[CH:41][CH:40]=[CH:39][CH:38]=1. The catalyst is C(OCC)(=O)C. The product is [CH2:36]([N:8]1[C:9](=[O:26])[C:10]([CH2:11][C:12]2[CH:17]=[CH:16][C:15]([C:18]3[C:19]([C:24]#[N:25])=[CH:20][CH:21]=[CH:22][CH:23]=3)=[CH:14][CH:13]=2)=[C:5]([CH2:1][CH2:2][CH2:3][CH3:4])[N:6]=[C:7]1[CH3:27])[C:37]1[CH:42]=[CH:41][CH:40]=[CH:39][CH:38]=1. The yield is 0.510. (10) The reactants are [SH:1][C:2]1[N:3]([CH3:7])[CH:4]=[CH:5][N:6]=1.C(N(CC)C(C)C)(C)C.[CH3:17][O:18][C:19]1[CH:20]=[C:21]([CH:24]=[C:25]([O:29][CH3:30])[C:26]=1[O:27][CH3:28])[CH2:22]Cl. The catalyst is CN(C)C=O. The product is [CH3:7][N:3]1[CH:4]=[CH:5][N:6]=[C:2]1[S:1][CH2:22][C:21]1[CH:24]=[C:25]([O:29][CH3:30])[C:26]([O:27][CH3:28])=[C:19]([O:18][CH3:17])[CH:20]=1. The yield is 0.820.